Dataset: Forward reaction prediction with 1.9M reactions from USPTO patents (1976-2016). Task: Predict the product of the given reaction. (1) Given the reactants Cl.[NH2:2][OH:3].[OH-].[Na+].C(O[C:9]1[CH:10]=[C:11]([CH:17]2[CH:22]([NH:23][C:24]([C:26]3[CH:31]=[CH:30][C:29]([C:32]#[N:33])=[CH:28][CH:27]=3)=[O:25])[CH2:21][CH2:20][CH:19]([O:34][C:35](=[O:37])[CH3:36])[CH2:18]2)[CH:12]=[CH:13][C:14]=1[O:15][CH3:16])C.[CH2:38]([OH:40])[CH3:39], predict the reaction product. The product is: [CH2:38]([O:40][C:13]1[CH:12]=[C:11]([CH:17]2[CH:22]([NH:23][C:24]([C:26]3[CH:31]=[CH:30][C:29]([C:32](=[NH:33])[NH:2][OH:3])=[CH:28][CH:27]=3)=[O:25])[CH2:21][CH2:20][CH:19]([O:34][C:35](=[O:37])[CH3:36])[CH2:18]2)[CH:10]=[CH:9][C:14]=1[O:15][CH3:16])[CH3:39]. (2) Given the reactants Cl[C:2]1[C:7]2=[CH:8][N:9]([CH2:11][C:12]3[CH:13]=[C:14]4[C:18](=[CH:19][CH:20]=3)[N:17]([CH3:21])[C:16]([CH3:22])=[CH:15]4)[N:10]=[C:6]2[CH:5]=[CH:4][N:3]=1.[NH2:23][CH2:24][C:25]1[CH:26]=[C:27]2[C:32](=[CH:33][CH:34]=1)[C:31]([NH2:35])=[N:30][CH:29]=[CH:28]2, predict the reaction product. The product is: [CH3:21][N:17]1[C:18]2[C:14](=[CH:13][C:12]([CH2:11][N:9]3[CH:8]=[C:7]4[C:2]([NH:23][CH2:24][C:25]5[CH:26]=[C:27]6[C:32](=[CH:33][CH:34]=5)[C:31]([NH2:35])=[N:30][CH:29]=[CH:28]6)=[N:3][CH:4]=[CH:5][C:6]4=[N:10]3)=[CH:20][CH:19]=2)[CH:15]=[C:16]1[CH3:22].